This data is from Catalyst prediction with 721,799 reactions and 888 catalyst types from USPTO. The task is: Predict which catalyst facilitates the given reaction. (1) Reactant: [OH:1][CH2:2][C:3]1[CH:4]=[C:5]([OH:9])[CH:6]=[CH:7][CH:8]=1.F[C:11]1[CH:16]=[CH:15][C:14]([CH3:17])=[CH:13][N:12]=1.C(=O)([O-])[O-].[Cs+].[Cs+]. Product: [CH3:17][C:14]1[CH:15]=[CH:16][C:11]([O:9][C:5]2[CH:4]=[C:3]([CH2:2][OH:1])[CH:8]=[CH:7][CH:6]=2)=[N:12][CH:13]=1. The catalyst class is: 16. (2) Product: [CH3:24][O:25][C:26]1[CH:27]=[CH:28][C:29]([C:32]2[C:37]([CH3:38])=[C:36]([C:39]([F:41])([F:40])[F:42])[N:35]3[N:43]=[CH:44][C:45]([C:46]([N:48]4[CH2:53][CH2:52][N:51]([C@H:2]([C:4]5[CH:9]=[CH:8][C:7]([S:10]([CH3:13])(=[O:12])=[O:11])=[CH:6][CH:5]=5)[CH3:1])[CH2:50][C@H:49]4[CH3:54])=[O:47])=[C:34]3[N:33]=2)=[CH:30][CH:31]=1. Reactant: [CH3:1][C@H:2]([C:4]1[CH:9]=[CH:8][C:7]([S:10]([CH3:13])(=[O:12])=[O:11])=[CH:6][CH:5]=1)O.CS(Cl)(=O)=O.S([O-])(=O)(=O)C.[CH3:24][O:25][C:26]1[CH:31]=[CH:30][C:29]([C:32]2[C:37]([CH3:38])=[C:36]([C:39]([F:42])([F:41])[F:40])[N:35]3[N:43]=[CH:44][C:45]([C:46]([N:48]4[CH2:53][CH2:52][NH:51][CH2:50][C@H:49]4[CH3:54])=[O:47])=[C:34]3[N:33]=2)=[CH:28][CH:27]=1. The catalyst class is: 25. (3) Reactant: C([O-])(O)=O.[Na+].OP([O-])(O)=O.[K+].[OH-].[Na+].[CH3:14][O:15][C:16](=[O:27])[CH2:17][CH:18]([C:25]#[N:26])[CH2:19][C@H:20]([CH3:24])[CH2:21][CH2:22][CH3:23]. Product: [CH3:14][O:15][C:16](=[O:27])[CH2:17][C@@H:18]([C:25]#[N:26])[CH2:19][C@H:20]([CH3:24])[CH2:21][CH2:22][CH3:23]. The catalyst class is: 226. (4) Reactant: [CH3:1][C:2]1[S:3][C:4]2[CH:10]=[CH:9][C:8]([OH:11])=[CH:7][C:5]=2[N:6]=1.[CH2:12]([C@H:14]1[O:16][CH2:15]1)Cl.C(=O)([O-])[O-].[K+].[K+]. Product: [O:16]1[CH2:15][C@@H:14]1[CH2:12][O:11][C:8]1[CH:9]=[CH:10][C:4]2[S:3][C:2]([CH3:1])=[N:6][C:5]=2[CH:7]=1. The catalyst class is: 21. (5) The catalyst class is: 9. Product: [NH2:9][C:34](=[O:35])[C@@H:33]([NH:32][C:30](=[O:31])[O:29][C:25]([CH3:28])([CH3:27])[CH3:26])[CH2:37][C:38]1[CH:43]=[CH:42][C:41]([O:44][CH:45]([CH3:47])[CH3:46])=[CH:40][CH:39]=1. Reactant: F[P-](F)(F)(F)(F)F.C[N+:9](C)=C(N(C)C)ON1C2N=CC=CC=2N=N1.[C:25]([O:29][C:30]([NH:32][C@@H:33]([CH2:37][C:38]1[CH:43]=[CH:42][C:41]([O:44][CH:45]([CH3:47])[CH3:46])=[CH:40][CH:39]=1)[C:34](O)=[O:35])=[O:31])([CH3:28])([CH3:27])[CH3:26].C(N(CC)C(C)C)(C)C.N.O1CCOCC1. (6) Reactant: [C:1]([C:5]1[N:10]=[C:9]([N:11]2[CH2:16][CH2:15][N:14]([CH2:17][CH2:18][CH2:19][CH2:20][NH2:21])[CH2:13][CH2:12]2)[CH:8]=[C:7]([C:22]([F:25])([F:24])[F:23])[N:6]=1)([CH3:4])([CH3:3])[CH3:2].C1N=CN([C:31]([N:33]2[CH:37]=[N:36][CH:35]=[CH:34]2)=[O:32])C=1.[CH3:38][C:39]1N2CCNC[C:42]2=[N:41][N:40]=1. Product: [C:1]([C:5]1[N:10]=[C:9]([N:11]2[CH2:16][CH2:15][N:14]([CH2:17][CH2:18][CH2:19][CH2:20][NH:21][C:31]([N:33]3[CH2:34][CH2:35][N:36]4[C:39]([CH3:38])=[N:40][N:41]=[C:42]4[CH2:37]3)=[O:32])[CH2:13][CH2:12]2)[CH:8]=[C:7]([C:22]([F:24])([F:25])[F:23])[N:6]=1)([CH3:4])([CH3:2])[CH3:3]. The catalyst class is: 147. (7) Reactant: [C@H:1]1([NH:10][C:11]2[CH:20]=[CH:19][C:18]3[C:17]([C:21]#[N:22])=[CH:16][CH:15]=[CH:14][C:13]=3[N:12]=2)[C:9]2[C:4](=[CH:5][CH:6]=[CH:7][CH:8]=2)[CH2:3][CH2:2]1.Cl.[NH2:24][OH:25].C(=O)([O-])[O-].[Na+].[Na+]. Product: [OH:25][NH:24][C:21]([C:17]1[C:18]2[CH:19]=[CH:20][C:11]([NH:10][C@H:1]3[C:9]4[C:4](=[CH:5][CH:6]=[CH:7][CH:8]=4)[CH2:3][CH2:2]3)=[N:12][C:13]=2[CH:14]=[CH:15][CH:16]=1)=[NH:22]. The catalyst class is: 40.